This data is from Reaction yield outcomes from USPTO patents with 853,638 reactions. The task is: Predict the reaction yield, written as a fraction of the theoretical maximum amount of product (1.0 means a 100% yield; for example, 0.34 means a 34% yield). (1) The reactants are [Cl:1][C:2]1[CH:3]=[C:4]([CH:9]=[C:10]([Cl:29])[C:11]=1[C:12]([C:14]1[C:22]2[C:17](=[C:18]([NH:23][C:24]([CH:26]3[CH2:28][CH2:27]3)=[O:25])[N:19]=[CH:20][CH:21]=2)[NH:16][CH:15]=1)=[O:13])[C:5]([O:7]C)=[O:6].[OH-].[Na+].O.Cl. The catalyst is O1CCCC1. The product is [Cl:29][C:10]1[CH:9]=[C:4]([CH:3]=[C:2]([Cl:1])[C:11]=1[C:12]([C:14]1[C:22]2[C:17](=[C:18]([NH:23][C:24]([CH:26]3[CH2:28][CH2:27]3)=[O:25])[N:19]=[CH:20][CH:21]=2)[NH:16][CH:15]=1)=[O:13])[C:5]([OH:7])=[O:6]. The yield is 0.625. (2) The reactants are [Cr](O[Cr]([O-])(=O)=O)([O-])(=O)=O.[NH+]1C=CC=CC=1.[NH+]1C=CC=CC=1.[Br:22][C:23]1[CH:24]=[CH:25][C:26]([Cl:31])=[C:27]([CH:30]=1)[CH2:28][OH:29]. The catalyst is C(Cl)Cl. The product is [Br:22][C:23]1[CH:24]=[CH:25][C:26]([Cl:31])=[C:27]([CH:30]=1)[CH:28]=[O:29]. The yield is 0.860. (3) The reactants are [Cl:1][C:2]1[C:7]2[CH:8]=[N:9][NH:10][C:6]=2[CH:5]=[C:4]([Cl:11])[N:3]=1.C(=O)([O-])[O-].[K+].[K+].I[CH:19]([CH3:21])[CH3:20]. The catalyst is C(#N)C. The product is [Cl:1][C:2]1[C:7]2[CH:8]=[N:9][N:10]([CH:19]([CH3:21])[CH3:20])[C:6]=2[CH:5]=[C:4]([Cl:11])[N:3]=1. The yield is 0.400. (4) The reactants are [OH:1][C:2]1[CH:11]=[CH:10][C:5]([C:6]([NH:8][NH2:9])=[O:7])=[CH:4][CH:3]=1.[C:12]1([CH3:20])[CH:17]=[CH:16][CH:15]=[C:14]([CH:18]=O)[CH:13]=1. The catalyst is C(O)(=O)C.CCO. The product is [CH3:20][C:12]1[CH:13]=[C:14]([CH:15]=[CH:16][CH:17]=1)[CH:18]=[N:9][NH:8][C:6](=[O:7])[C:5]1[CH:10]=[CH:11][C:2]([OH:1])=[CH:3][CH:4]=1. The yield is 0.760. (5) The product is [C:18]([C:21]1[S:25][C:24]([N:26]2[CH2:30][CH2:29][N:28]([CH2:14][C:13]3[CH:16]=[CH:17][C:10]([F:9])=[CH:11][CH:12]=3)[C:27]2=[O:31])=[N:23][C:22]=1[CH3:32])(=[O:20])[CH3:19]. No catalyst specified. The yield is 0.980. The reactants are C(Br)C1C=CC=CC=1.[F:9][C:10]1[CH:17]=[CH:16][C:13]([CH2:14]Br)=[CH:12][CH:11]=1.[C:18]([C:21]1[S:25][C:24]([N:26]2[CH2:30][CH2:29][NH:28][C:27]2=[O:31])=[N:23][C:22]=1[CH3:32])(=[O:20])[CH3:19]. (6) The reactants are [Na].[O-]CC.[Na+].Cl.[C:7]([NH2:10])(=[NH:9])[CH3:8].[C:11]([OH:19])(=[O:18])/[C:12](=[C:14](\[CH:16]=O)/[Br:15])/Br. The catalyst is C(O)C. The product is [Br:15][C:14]1[C:12]([C:11]([OH:19])=[O:18])=[N:9][C:7]([CH3:8])=[N:10][CH:16]=1. The yield is 0.420. (7) The reactants are [S:1]1[CH:5]=[CH:4][CH:3]=[C:2]1[CH:6]=O.[C:8]([CH2:10][C:11]([NH2:13])=[S:12])#[N:9]. The catalyst is CO. The product is [C:8]([C:10](=[CH:6][C:2]1[S:1][CH:5]=[CH:4][CH:3]=1)[C:11](=[S:12])[NH2:13])#[N:9]. The yield is 0.870.